Dataset: Experimentally validated miRNA-target interactions with 360,000+ pairs, plus equal number of negative samples. Task: Binary Classification. Given a miRNA mature sequence and a target amino acid sequence, predict their likelihood of interaction. (1) The miRNA is mmu-miR-1199-5p with sequence UCUGAGUCCCGGUCGCGCGG. The protein sequence of the target gene is MAALVRAAVVRSQCRQLWRLFPRGHGLRDVAERPRPEEACSCLRSRAFSAGPPPPGAGPEPKGGQAGSHRPKPGPVSWKSLALTFAIGGSLLAGMKYFKKEKIEKLEKQRHRSIGKPLLGGPFSLTTHNGEPKTDKDYLGQWVLIYFGFTHCPDICPEELEKMIEVVEEIDSIPSLPNLTPLFITIDPERDTKEAIATYVKEFSPKLVGLTGTKEEIDGVARAYRVYYSPGPKDEDEDYIVDHTIIMYLIGPDGEFLDYFGQNKKKAEIAGSIAAHMRSHMKKR. Result: 1 (interaction). (2) The miRNA is hsa-miR-1227-3p with sequence CGUGCCACCCUUUUCCCCAG. The protein sequence of the target gene is MGAASCEDEELEFKLVFGEEKEAPPLGPGGPGEELDSEDAPPCCRLALGEPLPYGAAPIGIPRPPPPRPGMHSPPPRPAPSPGTWESQPPRSVRLGGPGGTAGGTGGGRVLECPSIRITSISPTPDPPTSLEDAPETWGDGSPRDYPPPEGFGGYREAGGQGGGAFFSPSPGSSSLSSWSFFSDASDEAALYAACDEVESELNEAASRFGLSSPLPSPRASPRPWTPEDPWSLYGPSSGGRAPEDSWLLLSAPGPIPASPRPASPCGKRRYSSSGTPSSASPALSRRGSLGEEGPEPPPP.... Result: 0 (no interaction). (3) The miRNA is hsa-miR-6810-3p with sequence UCCCCUGCUCCCUUGUUCCCCAG. The protein sequence of the target gene is MASPHQEPKPGDLIEIFRLGYEHWALYIGDGYVIHLAPPSEYPGAGSSSVFSVLSNSAEVKRERLEDVVGGCCYRVNNSLDHEYQPRPVEVIISSAKEMVGQKMKYSIVSRNCEHFVTQLRYGKSRCKQVEKAKVEVGVATALGILVVAGCSFAIRRYQKKATA. Result: 0 (no interaction). (4) The miRNA is mmu-miR-135a-1-3p with sequence UAUAGGGAUUGGAGCCGUGGCG. The protein sequence of the target gene is MVRPRRAPYRSGAGGPLGGRGRPPRPLVVRAVRSRSWPASPRGPQPPRIRARSAPPMEGARVFGALGPIGPSSPGLTLGGLAVSEHRLSNKLLAWSGVLEWQEKRRPYSDSTAKLKRTLPCQAYVNQGENLETDQWPQKLIMQLIPQQLLTTLGPLFRNSQLAQFHFTNRDCDSLKGLCRIMGNGFAGCMLFPHISPCEVRVLMLLYSSKKKIFMGLIPYDQSGFVSAIRQVITTRKQAVGPGGVNSGPVQIVNNKFLAWSGVMEWQEPRPEPNSRSKRWLPSHVYVNQGEILRTEQWPR.... Result: 0 (no interaction). (5) The miRNA is mmu-miR-448-5p with sequence GAACAUCCUGCAUAGUGCUGCC. The protein sequence of the target gene is MGEIEQKPTPASRLGAPENSGISTLERGQKPPPTPSGKLMTVKIQMLDDTQEAFEVPQRAPGKVLFDAVCNHLNLVEGDYFGLEFPDHRKIVVWLDLLKPIVKQIRRPKHVVVKFVVKFFPPDHTQLQEELTRYLFALQVKQDLAQGRLTCNDTSAALLISHIVQSEIGDFDEALDREHLAKNKYVPQQDALEDRIMEFHHSHVGQTPAESDFQLLEVARRLEMYGIRLHPAKDREGTKINLAVANTGILVFQGFTKINAFNWAKVRKLSFKRKRFLIKLRPDVNSSYQDTLEFLMAGRD.... Result: 0 (no interaction). (6) The miRNA is hsa-miR-30c-2-3p with sequence CUGGGAGAAGGCUGUUUACUCU. The protein sequence of the target gene is MSESSSKSSQPLASKQEKDGTEKRGRGRPRKQPPVSPGTALVGSQKEPSEVPTPKRPRGRPKGSKNKGAAKTRKTTTTPGRKPRGRPKKLEKEEEEGISQESSEEEQ. Result: 1 (interaction).